From a dataset of Full USPTO retrosynthesis dataset with 1.9M reactions from patents (1976-2016). Predict the reactants needed to synthesize the given product. (1) Given the product [Cl:12][C:13]1[CH:18]=[C:17]([Cl:19])[CH:16]=[CH:15][C:14]=1[C:2]1[C:7]([N+:8]([O-:10])=[O:9])=[C:6]([CH3:11])[CH:5]=[CH:4][N:3]=1, predict the reactants needed to synthesize it. The reactants are: Cl[C:2]1[C:7]([N+:8]([O-:10])=[O:9])=[C:6]([CH3:11])[CH:5]=[CH:4][N:3]=1.[Cl:12][C:13]1[CH:18]=[C:17]([Cl:19])[CH:16]=[CH:15][C:14]=1B(O)O.OP([O-])([O-])=O.[K+].[K+]. (2) Given the product [Br:28][C:3]1[C:2]([OH:1])=[CH:11][CH:10]=[C:9]2[C:4]=1[CH:5]=[CH:6][C:7]([C:12]1[O:13][C:14]3[CH:27]=[CH:26][CH:25]=[CH:24][C:15]=3[C:16]=1[C:17](=[O:23])[CH2:18][C:19]([CH3:22])([CH3:21])[CH3:20])=[CH:8]2, predict the reactants needed to synthesize it. The reactants are: [OH:1][C:2]1[CH:3]=[C:4]2[C:9](=[CH:10][CH:11]=1)[CH:8]=[C:7]([C:12]1[O:13][C:14]3[CH:27]=[CH:26][CH:25]=[CH:24][C:15]=3[C:16]=1[C:17](=[O:23])[CH2:18][C:19]([CH3:22])([CH3:21])[CH3:20])[CH:6]=[CH:5]2.[Br:28]Br.C([O-])(=O)C.[K+]. (3) Given the product [C:33]([O:37][C:38](=[O:39])[C:40]1[CH:47]=[CH:46][C:43]([CH2:44][N:11]([CH2:10][C:9]2[N:5]([CH2:1][CH2:2][CH2:3][CH3:4])[C:6]([C:27]3[CH:32]=[CH:31][CH:30]=[CH:29][CH:28]=3)=[N:7][C:8]=2[C:19]2[CH:20]=[CH:21][C:22]([O:25][CH3:26])=[CH:23][CH:24]=2)[CH2:12][CH:13]2[CH2:18][CH2:17][CH2:16][CH2:15][CH2:14]2)=[CH:42][C:41]=1[O:49][C:48](=[O:51])[CH3:54])([CH3:36])([CH3:35])[CH3:34], predict the reactants needed to synthesize it. The reactants are: [CH2:1]([N:5]1[C:9]([CH2:10][NH:11][CH2:12][CH:13]2[CH2:18][CH2:17][CH2:16][CH2:15][CH2:14]2)=[C:8]([C:19]2[CH:24]=[CH:23][C:22]([O:25][CH3:26])=[CH:21][CH:20]=2)[N:7]=[C:6]1[C:27]1[CH:32]=[CH:31][CH:30]=[CH:29][CH:28]=1)[CH2:2][CH2:3][CH3:4].[C:33]([O:37][C:38]([C:40]1[CH:47]=[CH:46][C:43]([CH2:44]Br)=[CH:42][CH:41]=1)=[O:39])([CH3:36])([CH3:35])[CH3:34].[C:48](=[O:51])([O-])[O-:49].[K+].[K+].[C:54](#N)C.